From a dataset of Forward reaction prediction with 1.9M reactions from USPTO patents (1976-2016). Predict the product of the given reaction. (1) Given the reactants [C:1](Cl)(=O)C(Cl)=O.[Cl:7][C:8]1[N:13]=[N:12][C:11]([C:14]([OH:16])=[O:15])=[CH:10][CH:9]=1.CO.C(=O)([O-])O.[Na+], predict the reaction product. The product is: [CH3:1][O:15][C:14]([C:11]1[N:12]=[N:13][C:8]([Cl:7])=[CH:9][CH:10]=1)=[O:16]. (2) Given the reactants [C:1]1([CH2:7][C:8]([NH:10][NH2:11])=O)[CH:6]=[CH:5][CH:4]=[CH:3][CH:2]=1.[N:12]1[CH:17]=[CH:16][CH:15]=[CH:14][C:13]=1[N:18]=[C:19]=[S:20], predict the reaction product. The product is: [CH2:7]([C:8]1[N:18]([C:13]2[CH:14]=[CH:15][CH:16]=[CH:17][N:12]=2)[C:19](=[S:20])[NH:11][N:10]=1)[C:1]1[CH:6]=[CH:5][CH:4]=[CH:3][CH:2]=1. (3) Given the reactants [O:1]1[CH2:5][CH2:4][CH2:3][CH:2]1[C:6]1([OH:11])[CH2:10][CH2:9][CH2:8][CH2:7]1.C(N(CC)CC)C.[C:19](Cl)(=[O:22])[CH:20]=[CH2:21].O, predict the reaction product. The product is: [C:19]([O:11][C:6]1([CH:2]2[CH2:3][CH2:4][CH2:5][O:1]2)[CH2:7][CH2:8][CH2:9][CH2:10]1)(=[O:22])[CH:20]=[CH2:21]. (4) Given the reactants [NH2:1][CH2:2][C@@H:3]1[C@H:8]([CH3:9])[CH2:7][CH2:6][CH2:5][N:4]1[C:10]([C:12]1[C:21]2[C:16](=[CH:17][CH:18]=[CH:19][CH:20]=2)[CH:15]=[CH:14][N:13]=1)=[O:11].Cl[C:23]1[N:28]=[CH:27][C:26]([Cl:29])=[CH:25][N:24]=1, predict the reaction product. The product is: [Cl:29][C:26]1[CH:25]=[N:24][C:23]([NH:1][CH2:2][C@@H:3]2[C@H:8]([CH3:9])[CH2:7][CH2:6][CH2:5][N:4]2[C:10]([C:12]2[C:21]3[C:16](=[CH:17][CH:18]=[CH:19][CH:20]=3)[CH:15]=[CH:14][N:13]=2)=[O:11])=[N:28][CH:27]=1.